This data is from Peptide-MHC class I binding affinity with 185,985 pairs from IEDB/IMGT. The task is: Regression. Given a peptide amino acid sequence and an MHC pseudo amino acid sequence, predict their binding affinity value. This is MHC class I binding data. (1) The peptide sequence is ATNNLGFMY. The MHC is HLA-B44:02 with pseudo-sequence HLA-B44:02. The binding affinity (normalized) is 0.0847. (2) The peptide sequence is ELRQLAQSL. The MHC is HLA-B18:01 with pseudo-sequence HLA-B18:01. The binding affinity (normalized) is 0.0847. (3) The binding affinity (normalized) is 0.0847. The MHC is HLA-B44:02 with pseudo-sequence HLA-B44:02. The peptide sequence is WRDDSRGRW. (4) The peptide sequence is KSINKVYGR. The binding affinity (normalized) is 0.920. The MHC is HLA-A11:01 with pseudo-sequence HLA-A11:01. (5) The peptide sequence is TRKIRSEEL. The MHC is HLA-A23:01 with pseudo-sequence HLA-A23:01. The binding affinity (normalized) is 0.0847. (6) The binding affinity (normalized) is 0.135. The peptide sequence is LPTTLFQPY. The MHC is HLA-B53:01 with pseudo-sequence HLA-B53:01. (7) The peptide sequence is GSEELRSLY. The MHC is HLA-A24:02 with pseudo-sequence HLA-A24:02. The binding affinity (normalized) is 0.